From a dataset of Catalyst prediction with 721,799 reactions and 888 catalyst types from USPTO. Predict which catalyst facilitates the given reaction. (1) Reactant: [NH2:1][CH2:2][CH2:3][O:4][CH2:5][CH2:6][N:7]1[C:19]2[C:18]3[CH:17]=[CH:16][CH:15]=[CH:14][C:13]=3[N:12]=[C:11]([NH2:20])[C:10]=2[N:9]=[C:8]1[CH2:21][CH3:22].[N:23]1([C:29](Cl)=[O:30])[CH2:28][CH2:27][O:26][CH2:25][CH2:24]1. Product: [NH2:20][C:11]1[C:10]2[N:9]=[C:8]([CH2:21][CH3:22])[N:7]([CH2:6][CH2:5][O:4][CH2:3][CH2:2][NH:1][C:29]([N:23]3[CH2:28][CH2:27][O:26][CH2:25][CH2:24]3)=[O:30])[C:19]=2[C:18]2[CH:17]=[CH:16][CH:15]=[CH:14][C:13]=2[N:12]=1. The catalyst class is: 17. (2) Reactant: [Br:1][C:2]1[CH:10]=[C:9]([F:11])[C:5]([C:6]([OH:8])=[O:7])=[C:4]([F:12])[CH:3]=1.[CH3:13][Si](C=[N+]=[N-])(C)C. Product: [Br:1][C:2]1[CH:3]=[C:4]([F:12])[C:5]([C:6]([O:8][CH3:13])=[O:7])=[C:9]([F:11])[CH:10]=1. The catalyst class is: 98. (3) Reactant: [NH2:1][C:2]1[CH:11]=[CH:10][CH:9]=[C:8]2[C:3]=1[CH:4]=[CH:5][N:6]([C:13]1[C:14]([CH3:19])=[N:15][CH:16]=[CH:17][CH:18]=1)[C:7]2=[O:12].[Cl:20][C:21]1[CH:26]=[CH:25][C:24]([CH2:27][C:28](O)=[O:29])=[CH:23][C:22]=1[C:31]([F:34])([F:33])[F:32].F[P-](F)(F)(F)(F)F.C[N+](C)=C(N(C)C)ON1C2N=CC=CC=2N=N1.C(N(CC)C(C)C)(C)C. Product: [Cl:20][C:21]1[CH:26]=[CH:25][C:24]([CH2:27][C:28]([NH:1][C:2]2[CH:11]=[CH:10][CH:9]=[C:8]3[C:3]=2[CH:4]=[CH:5][N:6]([C:13]2[C:14]([CH3:19])=[N:15][CH:16]=[CH:17][CH:18]=2)[C:7]3=[O:12])=[O:29])=[CH:23][C:22]=1[C:31]([F:32])([F:33])[F:34]. The catalyst class is: 3. (4) The catalyst class is: 2. Reactant: [I-].[Br:2][C:3]1[CH:8]=[C:7]([N+:9]([O-:11])=[O:10])[CH:6]=[CH:5][C:4]=1[C:12]([C:15]1[CH:20]=[CH:19][N+:18]([CH3:21])=[CH:17][CH:16]=1)([CH3:14])[CH3:13].CO.[BH4-].[Na+]. Product: [Br:2][C:3]1[CH:8]=[C:7]([N+:9]([O-:11])=[O:10])[CH:6]=[CH:5][C:4]=1[C:12]([C:15]1[CH2:20][CH2:19][N:18]([CH3:21])[CH2:17][CH:16]=1)([CH3:14])[CH3:13]. (5) Reactant: C([O:3][C:4]([C:6]1[N:7]([CH2:20][C:21]#[N:22])[C:8]2[C:13]([CH:14]=1)=[CH:12][CH:11]=[C:10]([C:15]([O:17][CH2:18][CH3:19])=[O:16])[CH:9]=2)=O)C.[H][H]. Product: [CH2:18]([O:17][C:15]([C:10]1[CH:11]=[CH:12][C:13]2[CH:14]=[C:6]3[C:4](=[O:3])[NH:22][CH2:21][CH2:20][N:7]3[C:8]=2[CH:9]=1)=[O:16])[CH3:19]. The catalyst class is: 867. (6) Reactant: [Cl:1][C:2]1[C:7](=[O:8])[N:6]([CH2:9][C:10]([NH:12][CH2:13][C:14]2[CH:19]=[CH:18][N:17]=[CH:16][CH:15]=2)=[O:11])[N:5]=[C:4]([O:20]COCC[Si](C)(C)C)[C:3]=1[NH:29][C@@H:30]1[CH2:35][C@@H:34]2[CH2:36][C@@H:32]([C:33]2([CH3:38])[CH3:37])[C@H:31]1[CH3:39].Cl.CO. Product: [ClH:1].[Cl:1][C:2]1[C:7](=[O:8])[N:6]([CH2:9][C:10]([NH:12][CH2:13][C:14]2[CH:15]=[CH:16][N:17]=[CH:18][CH:19]=2)=[O:11])[N:5]=[C:4]([OH:20])[C:3]=1[NH:29][C@@H:30]1[CH2:35][C@@H:34]2[CH2:36][C@@H:32]([C:33]2([CH3:38])[CH3:37])[C@H:31]1[CH3:39]. The catalyst class is: 5. (7) Reactant: [O:1]([C:8]1[N:13]=[CH:12][C:11]([C:14](=[O:16])[CH3:15])=[CH:10][N:9]=1)[C:2]1[CH:7]=[CH:6][CH:5]=[CH:4][CH:3]=1.[C:18]([O:20][CH2:21][CH3:22])(=[O:19])[C:18]([O:20][CH2:21][CH3:22])=[O:19].C[O-].[Na+].CO. Product: [O:16]=[C:14]([C:11]1[CH:12]=[N:13][C:8]([O:1][C:2]2[CH:3]=[CH:4][CH:5]=[CH:6][CH:7]=2)=[N:9][CH:10]=1)[CH2:15][C:18]([O:20][CH2:21][CH3:22])=[O:19]. The catalyst class is: 27.